Dataset: Forward reaction prediction with 1.9M reactions from USPTO patents (1976-2016). Task: Predict the product of the given reaction. (1) Given the reactants [CH3:1][O:2][C:3](=[O:31])[C@@H:4]([NH:23]C(OC(C)(C)C)=O)[CH2:5][C:6]1[CH:11]=[CH:10][C:9]([NH:12][C:13](=[O:22])[C:14]2[C:19]([Cl:20])=[CH:18][CH:17]=[CH:16][C:15]=2[Cl:21])=[CH:8][CH:7]=1.Cl, predict the reaction product. The product is: [ClH:20].[CH3:1][O:2][C:3](=[O:31])[C@@H:4]([NH2:23])[CH2:5][C:6]1[CH:11]=[CH:10][C:9]([NH:12][C:13](=[O:22])[C:14]2[C:15]([Cl:21])=[CH:16][CH:17]=[CH:18][C:19]=2[Cl:20])=[CH:8][CH:7]=1. (2) Given the reactants Cl.[C:2]1([C:13]2[CH:18]=[CH:17][CH:16]=[CH:15][CH:14]=2)[CH:7]=[CH:6][C:5]([CH2:8][C@@H:9]([NH2:12])[CH2:10][OH:11])=[CH:4][CH:3]=1.C(O)C.[OH-].[Na+].[C:24](O[C:24]([O:26][C:27]([CH3:30])([CH3:29])[CH3:28])=[O:25])([O:26][C:27]([CH3:30])([CH3:29])[CH3:28])=[O:25], predict the reaction product. The product is: [C:2]1([C:13]2[CH:14]=[CH:15][CH:16]=[CH:17][CH:18]=2)[CH:7]=[CH:6][C:5]([CH2:8][C@@H:9]([NH:12][C:24](=[O:25])[O:26][C:27]([CH3:30])([CH3:29])[CH3:28])[CH2:10][OH:11])=[CH:4][CH:3]=1. (3) Given the reactants [NH:1]1[C:9]2[C:4](=[CH:5][CH:6]=[CH:7][C:8]=2[C:10](OCC)=[O:11])[CH:3]=[N:2]1.[H-].[Al+3].[Li+].[H-].[H-].[H-].O.O.O.O.O.O.O.O.O.O.S([O-])([O-])(=O)=O.[Na+].[Na+], predict the reaction product. The product is: [NH:1]1[C:9]2[C:4](=[CH:5][CH:6]=[CH:7][C:8]=2[CH2:10][OH:11])[CH:3]=[N:2]1. (4) Given the reactants N[CH2:2][CH2:3][C:4]1[N:5]=[C:6]([C:32]2[CH:37]=[CH:36][C:35]([CH3:38])=[CH:34][CH:33]=2)[N:7]([CH:9]([C:13]2[N:22]([CH2:23][C:24]3[CH:29]=[CH:28][CH:27]=[CH:26][CH:25]=3)[C:21](=[O:30])[C:20]3[C:15](=[CH:16][C:17]([Cl:31])=[CH:18][CH:19]=3)[N:14]=2)[CH:10]([CH3:12])[CH3:11])[CH:8]=1.C(=O)([O-])[O-].[K+].[K+].Br[CH2:46][C:47]([O:49][C:50]([CH3:53])([CH3:52])[CH3:51])=[O:48].C[N:55](C=O)C, predict the reaction product. The product is: [C:50]([O:49][C:47](=[O:48])[CH2:46][NH:55][CH:3]([C:4]1[N:5]=[C:6]([C:32]2[CH:37]=[CH:36][C:35]([CH3:38])=[CH:34][CH:33]=2)[N:7]([CH:9]([C:13]2[N:22]([CH2:23][C:24]3[CH:25]=[CH:26][CH:27]=[CH:28][CH:29]=3)[C:21](=[O:30])[C:20]3[C:15](=[CH:16][C:17]([Cl:31])=[CH:18][CH:19]=3)[N:14]=2)[CH:10]([CH3:11])[CH3:12])[CH:8]=1)[CH3:2])([CH3:53])([CH3:52])[CH3:51]. (5) The product is: [CH3:25][N:26]([CH3:33])[C:27]([CH3:32])([CH3:31])[C:28]([NH:30][C:21]([C:10]1[C:9]([CH3:24])=[C:8]([C:5]2[CH:6]=[CH:7][C:2]([Cl:1])=[CH:3][CH:4]=2)[N:12]([C:13]2[CH:18]=[CH:17][C:16]([Cl:19])=[CH:15][C:14]=2[Cl:20])[N:11]=1)=[O:22])=[O:29]. Given the reactants [Cl:1][C:2]1[CH:7]=[CH:6][C:5]([C:8]2[N:12]([C:13]3[CH:18]=[CH:17][C:16]([Cl:19])=[CH:15][C:14]=3[Cl:20])[N:11]=[C:10]([C:21](Cl)=[O:22])[C:9]=2[CH3:24])=[CH:4][CH:3]=1.[CH3:25][N:26]([CH3:33])[C:27]([CH3:32])([CH3:31])[C:28]([NH2:30])=[O:29].C[Si]([N-][Si](C)(C)C)(C)C.[Li+], predict the reaction product. (6) Given the reactants [CH:1]([C:4]1[CH:9]=[C:8]([O:10][CH3:11])[C:7]([CH3:12])=[CH:6][C:5]=1[OH:13])([CH3:3])[CH3:2].C(=O)([O-])[O-].[K+].[K+].Br[CH2:21][C:22]([O:24][CH2:25][CH3:26])=[O:23], predict the reaction product. The product is: [CH2:25]([O:24][C:22](=[O:23])[CH2:21][O:13][C:5]1[CH:6]=[C:7]([CH3:12])[C:8]([O:10][CH3:11])=[CH:9][C:4]=1[CH:1]([CH3:3])[CH3:2])[CH3:26]. (7) Given the reactants C(OC([N:8]1[CH2:14][CH2:13][CH2:12][N:11]([C:15]2[C:16]([O:26][CH2:27][CH2:28][CH2:29][C:30]([O:32][CH3:33])=[O:31])=[C:17]([CH3:25])[CH:18]=[C:19]3[C:24]=2[N:23]=[CH:22][CH:21]=[CH:20]3)[CH2:10][CH2:9]1)=O)(C)(C)C.Cl, predict the reaction product. The product is: [CH3:33][O:32][C:30](=[O:31])[CH2:29][CH2:28][CH2:27][O:26][C:16]1[C:15]([N:11]2[CH2:12][CH2:13][CH2:14][NH:8][CH2:9][CH2:10]2)=[C:24]2[C:19]([CH:20]=[CH:21][CH:22]=[N:23]2)=[CH:18][C:17]=1[CH3:25].